From a dataset of Peptide-MHC class I binding affinity with 185,985 pairs from IEDB/IMGT. Regression. Given a peptide amino acid sequence and an MHC pseudo amino acid sequence, predict their binding affinity value. This is MHC class I binding data. (1) The peptide sequence is KLDFIRNTK. The MHC is HLA-A02:06 with pseudo-sequence HLA-A02:06. The binding affinity (normalized) is 0.0847. (2) The peptide sequence is KCWLVTNGSY. The MHC is HLA-A26:01 with pseudo-sequence HLA-A26:01. The binding affinity (normalized) is 0. (3) The peptide sequence is INPNMSCD. The MHC is H-2-Db with pseudo-sequence H-2-Db. The binding affinity (normalized) is 0. (4) The peptide sequence is FPKNDFVSF. The MHC is HLA-B15:03 with pseudo-sequence HLA-B15:03. The binding affinity (normalized) is 0.867. (5) The peptide sequence is IPQCRLTPL. The MHC is HLA-A29:02 with pseudo-sequence HLA-A29:02. The binding affinity (normalized) is 0. (6) The peptide sequence is ETACLGKSY. The MHC is HLA-B51:01 with pseudo-sequence HLA-B51:01. The binding affinity (normalized) is 0.0847. (7) The peptide sequence is TSLSLDYAW. The MHC is HLA-B58:01 with pseudo-sequence HLA-B58:01. The binding affinity (normalized) is 0.987. (8) The peptide sequence is NPTKYIRWKL. The MHC is HLA-B53:01 with pseudo-sequence HLA-B53:01. The binding affinity (normalized) is 0.296.